From a dataset of SARS-CoV-2 main protease (3CLPro) crystallographic fragment screen with 879 compounds. Binary Classification. Given a drug SMILES string, predict its activity (active/inactive) in a high-throughput screening assay against a specified biological target. (1) The drug is O=P(O)(O)O. The result is 0 (inactive). (2) The compound is COC(=O)C1(c2ccc(C)cc2)CCNCC1. The result is 0 (inactive). (3) The molecule is CCNCc1cn(C)nn1. The result is 1 (active). (4) The molecule is COC(=O)COc1ccc(C#N)cc1. The result is 0 (inactive). (5) The drug is Cc1nccn1CC(C)O. The result is 0 (inactive). (6) The result is 0 (inactive). The drug is O=C(O)[C@H]1COC[C@H]1c1ccc(F)cc1. (7) The compound is CC(=O)N1CCCC(C(=O)O)(c2ccc(C)cc2)C1. The result is 0 (inactive).